This data is from Full USPTO retrosynthesis dataset with 1.9M reactions from patents (1976-2016). The task is: Predict the reactants needed to synthesize the given product. (1) Given the product [C:1]([O:5][C:6](=[O:35])[NH:7][C@H:8]1[CH2:13][CH2:12][C@H:11]([CH2:14][NH:15][C:16]2[C:21]([N+:22]([O-:24])=[O:23])=[CH:20][N:19]=[C:18]([NH:25][CH2:26][C:27]3[C:28]([CH3:34])=[C:29]([C:43]4[CH:42]=[CH:41][CH:40]=[C:39]([CH2:38][NH2:37])[CH:44]=4)[CH:30]=[CH:31][CH:32]=3)[N:17]=2)[CH2:10][CH2:9]1)([CH3:4])([CH3:3])[CH3:2], predict the reactants needed to synthesize it. The reactants are: [C:1]([O:5][C:6](=[O:35])[NH:7][C@H:8]1[CH2:13][CH2:12][C@H:11]([CH2:14][NH:15][C:16]2[C:21]([N+:22]([O-:24])=[O:23])=[CH:20][N:19]=[C:18]([NH:25][CH2:26][C:27]3[CH:32]=[CH:31][CH:30]=[C:29](Br)[C:28]=3[CH3:34])[N:17]=2)[CH2:10][CH2:9]1)([CH3:4])([CH3:3])[CH3:2].Cl.[NH2:37][CH2:38][C:39]1[CH:40]=[C:41](B(O)O)[CH:42]=[CH:43][CH:44]=1.C(=O)([O-])[O-].[Na+].[Na+].C(COC)OC. (2) The reactants are: CO[C:3](=[O:10])[C:4]1[CH:9]=[CH:8][CH:7]=[N:6][CH:5]=1.[NH2:11][CH:12]([CH2:15][CH3:16])[CH2:13][OH:14]. Given the product [OH:14][CH2:13][CH:12]([NH:11][C:3](=[O:10])[C:4]1[CH:9]=[CH:8][CH:7]=[N:6][CH:5]=1)[CH2:15][CH3:16], predict the reactants needed to synthesize it. (3) The reactants are: [S:1]([C:4]1[CH:5]=[C:6]([CH:10]=[CH:11][CH:12]=1)[C:7]([OH:9])=[O:8])([OH:3])=[O:2].[O:13]1[CH2:18][CH2:17][CH2:16][CH2:15][CH:14]1[O:19][CH2:20][CH2:21]I.[OH-].[Na+]. Given the product [O:13]1[CH2:18][CH2:17][CH2:16][CH2:15][CH:14]1[O:19][CH2:20][CH2:21][S:1]([C:4]1[CH:5]=[C:6]([CH:10]=[CH:11][CH:12]=1)[C:7]([OH:9])=[O:8])(=[O:3])=[O:2], predict the reactants needed to synthesize it. (4) Given the product [C:12]([N:8]1[C:9]2[C:4](=[CH:3][C:2]([Br:1])=[CH:11][CH:10]=2)[N:5]([C:17]([O:19][CH:20]2[CH2:24][CH2:23][CH2:22][CH2:21]2)=[O:18])[CH2:6][C@@H:7]1[CH3:15])(=[O:14])[CH3:13], predict the reactants needed to synthesize it. The reactants are: [Br:1][C:2]1[CH:3]=[C:4]2[C:9](=[CH:10][CH:11]=1)[N:8]([C:12](=[O:14])[CH3:13])[C@@H:7]([CH3:15])[CH2:6][NH:5]2.Cl[C:17]([O:19][CH:20]1[CH2:24][CH2:23][CH2:22][CH2:21]1)=[O:18].C(N1C2C(=CC(Br)=CC=2)N(C(OC(C)C)=O)C[C@@H]1C)(=O)C. (5) Given the product [Si:1]([O:8][C@H:9]1[CH2:18][C:17]([CH3:20])([CH3:19])[CH2:16][C:15]2[N:14]=[C:13]([CH:21]3[CH2:22][CH2:23][CH2:24][CH2:25]3)[C:12]([C@H:26]([C:33]3[CH:34]=[CH:35][C:30]([F:29])=[CH:31][CH:32]=3)[OH:27])=[C:11]([I:28])[C:10]1=2)([C:4]([CH3:5])([CH3:6])[CH3:7])([CH3:3])[CH3:2], predict the reactants needed to synthesize it. The reactants are: [Si:1]([O:8][C@H:9]1[CH2:18][C:17]([CH3:20])([CH3:19])[CH2:16][C:15]2[N:14]=[C:13]([CH:21]3[CH2:25][CH2:24][CH2:23][CH2:22]3)[C:12]([CH:26]=[O:27])=[C:11]([I:28])[C:10]1=2)([C:4]([CH3:7])([CH3:6])[CH3:5])([CH3:3])[CH3:2].[F:29][C:30]1[CH:35]=[CH:34][C:33]([Mg]Br)=[CH:32][CH:31]=1. (6) The reactants are: [C:1]([C:3]1[N:4]=[C:5]([CH3:31])[C:6]([C:14]2[CH:23]=[CH:22][CH:21]=[C:20]3[C:15]=2[CH2:16][CH2:17][N:18](C(OC(C)(C)C)=O)[CH2:19]3)=[C:7]2[C:11]([CH3:12])=[C:10]([CH3:13])[NH:9][C:8]=12)#[N:2].S(=O)(=O)(O)[OH:33].[OH-].[Na+]. Given the product [CH3:13][C:10]1[NH:9][C:8]2=[C:3]([C:1]([NH2:2])=[O:33])[N:4]=[C:5]([CH3:31])[C:6]([C:14]3[CH:23]=[CH:22][CH:21]=[C:20]4[C:15]=3[CH2:16][CH2:17][NH:18][CH2:19]4)=[C:7]2[C:11]=1[CH3:12], predict the reactants needed to synthesize it.